Dataset: Full USPTO retrosynthesis dataset with 1.9M reactions from patents (1976-2016). Task: Predict the reactants needed to synthesize the given product. (1) Given the product [N:14]([C:5]1([CH3:13])[C:4]2[C:9](=[CH:10][CH:11]=[C:2]([I:1])[CH:3]=2)[O:8][CH2:7][CH2:6]1)=[N+:15]=[N-:16], predict the reactants needed to synthesize it. The reactants are: [I:1][C:2]1[CH:3]=[C:4]2[C:9](=[CH:10][CH:11]=1)[O:8][CH2:7][CH2:6][C:5]2([CH3:13])O.[N-:14]=[N+:15]=[N-:16].[Na+].C(O)(C(F)(F)F)=O. (2) Given the product [F:33][C:2]([F:1])([F:32])[C:3]1[CH:4]=[C:5]([C@H:13]([O:15][C@@H:16]2[C@@H:23]([C:24]3[CH:25]=[CH:26][C:27]([F:30])=[CH:28][CH:29]=3)[C@H:22]3[N:18]([C:19](=[O:31])[CH:20]([CH:47]=[O:48])[CH2:21]3)[CH2:17]2)[CH3:14])[CH:6]=[C:7]([C:9]([F:11])([F:12])[F:10])[CH:8]=1, predict the reactants needed to synthesize it. The reactants are: [F:1][C:2]([F:33])([F:32])[C:3]1[CH:4]=[C:5]([C@H:13]([O:15][C@@H:16]2[C@@H:23]([C:24]3[CH:29]=[CH:28][C:27]([F:30])=[CH:26][CH:25]=3)[C@H:22]3[N:18]([C:19](=[O:31])[CH2:20][CH2:21]3)[CH2:17]2)[CH3:14])[CH:6]=[C:7]([C:9]([F:12])([F:11])[F:10])[CH:8]=1.[Li+].C[Si]([N-][Si](C)(C)C)(C)C.CN([CH:47]=[O:48])C. (3) Given the product [C:2]([C:4]1[CH:5]=[C:6]([C:14]2[O:18][N:17]=[C:16]([C:19]3[C:20]([CH3:34])=[C:21]4[C:26](=[CH:27][CH:28]=3)[CH2:25][N:24]([CH2:29][CH2:30][C:31]([NH:37][CH3:35])=[O:32])[CH2:23][CH2:22]4)[N:15]=2)[CH:7]=[CH:8][C:9]=1[O:10][CH:11]([CH3:12])[CH3:13])#[N:3], predict the reactants needed to synthesize it. The reactants are: [Na+].[C:2]([C:4]1[CH:5]=[C:6]([C:14]2[O:18][N:17]=[C:16]([C:19]3[C:20]([CH3:34])=[C:21]4[C:26](=[CH:27][CH:28]=3)[CH2:25][N:24]([CH2:29][CH2:30][C:31]([O-])=[O:32])[CH2:23][CH2:22]4)[N:15]=2)[CH:7]=[CH:8][C:9]=1[O:10][CH:11]([CH3:13])[CH3:12])#[N:3].[CH2:35]([N:37]1CCOCC1)C.O.ON1C2C=CC=CC=2N=N1.C(Cl)CCl.CN.C1COCC1. (4) Given the product [CH:31]1([CH2:30][N:17]([CH2:16][CH:11]2[CH2:12][CH2:13][CH2:14][CH2:15]2)[C@@H:18]([CH:28]=[O:29])[CH2:19][CH2:20]/[CH:21]=[CH:22]/[C:23]([O:25][CH2:26][CH3:27])=[O:24])[CH2:32][CH2:33][CH2:34][CH2:35]1, predict the reactants needed to synthesize it. The reactants are: C(Cl)(=O)C(Cl)=O.CS(C)=O.[CH:11]1([CH2:16][N:17]([CH2:30][CH:31]2[CH2:35][CH2:34][CH2:33][CH2:32]2)[C@@H:18]([CH2:28][OH:29])[CH2:19][CH2:20]/[CH:21]=[CH:22]/[C:23]([O:25][CH2:26][CH3:27])=[O:24])[CH2:15][CH2:14][CH2:13][CH2:12]1.C(N(C(C)C)CC)(C)C. (5) Given the product [C:1]([O:5][C:6](=[O:31])[NH:7][C:8]1[S:9][C:10]2[CH2:19][CH2:18][CH:17]([OH:20])[C:16]3[C:12](=[CH:13][N:14]([CH2:21][C:22]4[CH:23]=[CH:24][C:25]([O:28][CH3:29])=[CH:26][CH:27]=4)[N:15]=3)[C:11]=2[N:30]=1)([CH3:4])([CH3:2])[CH3:3], predict the reactants needed to synthesize it. The reactants are: [C:1]([O:5][C:6](=[O:31])[NH:7][C:8]1[S:9][C:10]2[CH:19]=[CH:18][C:17](=[O:20])[C:16]3[C:12](=[CH:13][N:14]([CH2:21][C:22]4[CH:27]=[CH:26][C:25]([O:28][CH3:29])=[CH:24][CH:23]=4)[N:15]=3)[C:11]=2[N:30]=1)([CH3:4])([CH3:3])[CH3:2].[H-].[H-].[H-].[H-].[Li+].[Al+3]. (6) Given the product [CH3:1][N:2]1[C:13]2[C:14]3[C:6](=[CH:7][N:8]([CH:18]([CH3:20])[CH3:19])[C:9]=3[CH:10]=[C:11]([C:15]([OH:17])=[O:16])[CH:12]=2)[CH2:5][CH2:4][S:3]1(=[O:22])=[O:21], predict the reactants needed to synthesize it. The reactants are: [CH3:1][N:2]1[C:13]2[C:14]3[C:6](=[CH:7][N:8]([CH:18]([CH3:20])[CH3:19])[C:9]=3[CH:10]=[C:11]([C:15]([OH:17])=[O:16])[CH:12]=2)[CH:5]=[CH:4][S:3]1(=[O:22])=[O:21].C([O-])=O.[NH4+]. (7) Given the product [ClH:3].[CH3:10][C:5]([S:11][C:12]1[CH:13]=[CH:14][C:15]2[O:24][CH2:23][C:22]3[CH:21]=[CH:20][S:19][C:18]=3[C:17](=[C:25]3[CH2:30][CH2:29][N:28]([CH3:31])[CH2:27][CH2:26]3)[C:16]=2[CH:32]=1)([CH3:4])[C:6]([OH:8])=[O:7], predict the reactants needed to synthesize it. The reactants are: [OH-].[Na+].[ClH:3].[CH3:4][C:5]([S:11][C:12]1[CH:13]=[CH:14][C:15]2[O:24][CH2:23][C:22]3[CH:21]=[CH:20][S:19][C:18]=3[C:17](=[C:25]3[CH2:30][CH2:29][N:28]([CH3:31])[CH2:27][CH2:26]3)[C:16]=2[CH:32]=1)([CH3:10])[C:6]([O:8]C)=[O:7]. (8) Given the product [OH:13][CH:3]([CH2:4][C:5]1[CH:10]=[CH:9][C:8]([O:11][CH3:12])=[CH:7][CH:6]=1)[CH2:2][NH:1][C:22]1[N:27]([CH3:28])[C:26](=[O:29])[C:25]([C:30]2[CH:39]=[CH:38][C:37]3[C:32](=[CH:33][CH:34]=[CH:35][CH:36]=3)[CH:31]=2)=[C:24]([C:40]2[CH:45]=[CH:44][N:43]=[CH:42][CH:41]=2)[N:23]=1, predict the reactants needed to synthesize it. The reactants are: [NH2:1][CH2:2][CH:3]([OH:13])[CH2:4][C:5]1[CH:10]=[CH:9][C:8]([O:11][CH3:12])=[CH:7][CH:6]=1.C(N(CC)CC)C.Cl[C:22]1[N:27]([CH3:28])[C:26](=[O:29])[C:25]([C:30]2[CH:39]=[CH:38][C:37]3[C:32](=[CH:33][CH:34]=[CH:35][CH:36]=3)[CH:31]=2)=[C:24]([C:40]2[CH:45]=[CH:44][N:43]=[CH:42][CH:41]=2)[N:23]=1. (9) Given the product [O:11]=[C:12]1[CH2:15][N:14]([C:16]([O:18][C:19]([CH3:22])([CH3:21])[CH3:20])=[O:17])[CH2:13]1, predict the reactants needed to synthesize it. The reactants are: C(Cl)(=O)C(Cl)=O.CS(C)=O.[OH:11][CH:12]1[CH2:15][N:14]([C:16]([O:18][C:19]([CH3:22])([CH3:21])[CH3:20])=[O:17])[CH2:13]1.C(N(CC)CC)C.